Dataset: Forward reaction prediction with 1.9M reactions from USPTO patents (1976-2016). Task: Predict the product of the given reaction. (1) Given the reactants Cl.[C:2]1([C:8]2[C:12]3=[C:13]([NH:17][CH2:18][CH:19]4[CH2:24][CH2:23][NH:22][CH2:21][CH2:20]4)[N:14]=[N:15][CH:16]=[C:11]3[O:10][N:9]=2)[CH:7]=[CH:6][CH:5]=[CH:4][CH:3]=1.[Cl:25][C:26]1[CH:27]=[C:28]([C:32]2[CH:36]=[C:35]([CH:37]=O)[O:34][N:33]=2)[CH:29]=[CH:30][CH:31]=1, predict the reaction product. The product is: [Cl:25][C:26]1[CH:27]=[C:28]([C:32]2[CH:36]=[C:35]([CH2:37][N:22]3[CH2:23][CH2:24][CH:19]([CH2:18][NH:17][C:13]4[N:14]=[N:15][CH:16]=[C:11]5[O:10][N:9]=[C:8]([C:2]6[CH:3]=[CH:4][CH:5]=[CH:6][CH:7]=6)[C:12]=45)[CH2:20][CH2:21]3)[O:34][N:33]=2)[CH:29]=[CH:30][CH:31]=1. (2) Given the reactants [NH:1]1[C:5]2[CH:6]=[CH:7][CH:8]=[CH:9][C:4]=2[N:3]=[C:2]1[C:10]1[C:18]2[C:13](=[CH:14][CH:15]=[C:16]([NH2:19])[CH:17]=2)[N:12]([CH2:20][O:21][CH2:22][CH2:23][Si:24]([CH3:27])([CH3:26])[CH3:25])[N:11]=1.N1C=CC=CC=1.[CH3:34][S:35]([C:38]1[CH:43]=[CH:42][CH:41]=[CH:40][C:39]=1[S:44](Cl)(=[O:46])=[O:45])(=[O:37])=[O:36], predict the reaction product. The product is: [NH:3]1[C:4]2[CH:9]=[CH:8][CH:7]=[CH:6][C:5]=2[N:1]=[C:2]1[C:10]1[C:18]2[C:13](=[CH:14][CH:15]=[C:16]([NH:19][S:44]([C:39]3[CH:40]=[CH:41][CH:42]=[CH:43][C:38]=3[S:35]([CH3:34])(=[O:37])=[O:36])(=[O:46])=[O:45])[CH:17]=2)[N:12]([CH2:20][O:21][CH2:22][CH2:23][Si:24]([CH3:27])([CH3:26])[CH3:25])[N:11]=1. (3) Given the reactants [NH2:1][C:2]1[CH:7]=[CH:6][C:5]([C:8]#[N:9])=[CH:4][N:3]=1.Cl.NO.C(=O)([O-])[O-:14].[Na+].[Na+], predict the reaction product. The product is: [NH2:1][C:2]1[CH:7]=[CH:6][C:5]([C:8]([NH2:9])=[O:14])=[CH:4][N:3]=1.